The task is: Predict the product of the given reaction.. This data is from Forward reaction prediction with 1.9M reactions from USPTO patents (1976-2016). (1) Given the reactants [CH3:1][O:2][C:3]([CH2:5]P(OC)(OC)=O)=[O:4].[H-].[Na+].[CH:14]1([CH2:17][O:18][C:19]2[C:26]([O:27][CH3:28])=[CH:25][CH:24]=[CH:23][C:20]=2[CH:21]=O)[CH2:16][CH2:15]1, predict the reaction product. The product is: [CH:14]1([CH2:17][O:18][C:19]2[C:26]([O:27][CH3:28])=[CH:25][CH:24]=[CH:23][C:20]=2/[CH:21]=[CH:5]/[C:3]([O:2][CH3:1])=[O:4])[CH2:15][CH2:16]1. (2) Given the reactants [CH3:1][O:2][C:3]([C:5]1[C:6]2[N:14]([CH3:15])[CH:13]=[CH:12][C:7]=2[C:8](Cl)=[N:9][CH:10]=1)=[O:4].[Cl:16][C:17]1[CH:18]=[C:19]([CH:22]=[CH:23][CH:24]=1)[NH:20][CH3:21].CS(O)(=O)=O, predict the reaction product. The product is: [CH3:1][O:2][C:3]([C:5]1[C:6]2[N:14]([CH3:15])[CH:13]=[CH:12][C:7]=2[C:8]([N:20]([C:19]2[CH:22]=[CH:23][CH:24]=[C:17]([Cl:16])[CH:18]=2)[CH3:21])=[N:9][CH:10]=1)=[O:4]. (3) Given the reactants [F:1][C:2]1[CH:7]=[CH:6][CH:5]=[CH:4][C:3]=1[CH:8]([OH:28])[CH2:9][O:10][C@H:11]1[CH2:16][CH2:15][C@H:14]([NH:17]C(=O)OCC2C=CC=CC=2)[CH2:13][CH2:12]1.[C:40]([O:39][C:37](O[C:37]([O:39][C:40]([CH3:43])([CH3:42])[CH3:41])=[O:38])=[O:38])([CH3:43])([CH3:42])[CH3:41].[H][H], predict the reaction product. The product is: [F:1][C:2]1[CH:7]=[CH:6][CH:5]=[CH:4][C:3]=1[CH:8]([OH:28])[CH2:9][O:10][C@H:11]1[CH2:16][CH2:15][C@H:14]([NH:17][C:37](=[O:38])[O:39][C:40]([CH3:41])([CH3:42])[CH3:43])[CH2:13][CH2:12]1. (4) Given the reactants [CH:1]1[C:9]2[C:8]3[CH:10]=[CH:11][CH:12]=[CH:13][C:7]=3[O:6][C:5]=2[CH:4]=[CH:3][C:2]=1[CH:14]=[O:15].[OH-:16].[Na+], predict the reaction product. The product is: [CH:1]1[C:9]2[C:8]3[CH:10]=[CH:11][CH:12]=[CH:13][C:7]=3[O:6][C:5]=2[CH:4]=[CH:3][C:2]=1[C:14]([OH:16])=[O:15]. (5) The product is: [Cl:1][C:2]1[CH:7]=[CH:6][CH:5]=[C:4]([F:8])[C:3]=1[C:9]1[NH:13][C:12](=[O:14])[N:11]([C:15]2[CH:24]=[CH:23][C:18]([C:19]3[O:20][N:40]=[C:29]([C:30]4[CH:35]=[C:34]([O:36][CH3:37])[CH:33]=[C:32]([O:38][CH3:39])[CH:31]=4)[N:28]=3)=[C:17]([O:25][CH3:26])[CH:16]=2)[N:10]=1. Given the reactants [Cl:1][C:2]1[CH:7]=[CH:6][CH:5]=[C:4]([F:8])[C:3]=1[C:9]1[NH:13][C:12](=[O:14])[N:11]([C:15]2[CH:24]=[CH:23][C:18]([C:19](OC)=[O:20])=[C:17]([O:25][CH3:26])[CH:16]=2)[N:10]=1.O[N:28]=[C:29]([NH2:40])[C:30]1[CH:35]=[C:34]([O:36][CH3:37])[CH:33]=[C:32]([O:38][CH3:39])[CH:31]=1.[H-].[Na+], predict the reaction product. (6) Given the reactants [CH3:1][O:2][C:3]1[CH:4]=[C:5]2[C:10](=[CH:11][C:12]=1[O:13][CH3:14])[N:9]=[CH:8][CH:7]=[C:6]2[O:15][C:16]1[CH:22]=[CH:21][C:19]([NH2:20])=[C:18]([CH3:23])[C:17]=1[CH3:24].ClC(Cl)(O[C:29](=[O:35])[O:30][C:31](Cl)(Cl)Cl)Cl.[O:37]1[CH2:42][CH2:41][N:40]([CH2:43]CO)[CH2:39][CH2:38]1.C(=O)(O)[O-].[Na+], predict the reaction product. The product is: [CH3:1][O:2][C:3]1[CH:4]=[C:5]2[C:10](=[CH:11][C:12]=1[O:13][CH3:14])[N:9]=[CH:8][CH:7]=[C:6]2[O:15][C:16]1[CH:22]=[CH:21][C:19]([NH:20][C:29](=[O:35])[O:30][CH2:31][CH2:43][N:40]2[CH2:41][CH2:42][O:37][CH2:38][CH2:39]2)=[C:18]([CH3:23])[C:17]=1[CH3:24]. (7) Given the reactants [N+:1]([C:4]1[CH:9]=[CH:8][C:7]([C:10]2[N:11]=[C:12]3[N:16]([CH:17]=2)[C:15]2[CH:18]=[CH:19][C:20]([OH:22])=[CH:21][C:14]=2[S:13]3)=[CH:6][CH:5]=1)([O-:3])=[O:2].Cl.Cl[CH2:25][CH2:26][N:27]1[CH2:32][CH2:31][O:30][CH2:29][CH2:28]1.C(=O)([O-])[O-].[K+].[K+], predict the reaction product. The product is: [N:27]1([CH2:26][CH2:25][O:22][C:20]2[CH:19]=[CH:18][C:15]3[N:16]4[CH:17]=[C:10]([C:7]5[CH:8]=[CH:9][C:4]([N+:1]([O-:3])=[O:2])=[CH:5][CH:6]=5)[N:11]=[C:12]4[S:13][C:14]=3[CH:21]=2)[CH2:32][CH2:31][O:30][CH2:29][CH2:28]1.